From a dataset of NCI-60 drug combinations with 297,098 pairs across 59 cell lines. Regression. Given two drug SMILES strings and cell line genomic features, predict the synergy score measuring deviation from expected non-interaction effect. (1) Drug 1: C(=O)(N)NO. Drug 2: CC1=C(C=C(C=C1)C(=O)NC2=CC(=CC(=C2)C(F)(F)F)N3C=C(N=C3)C)NC4=NC=CC(=N4)C5=CN=CC=C5. Cell line: CCRF-CEM. Synergy scores: CSS=14.7, Synergy_ZIP=-6.34, Synergy_Bliss=-6.04, Synergy_Loewe=-6.75, Synergy_HSA=-4.05. (2) Drug 1: C1CCN(CC1)CCOC2=CC=C(C=C2)C(=O)C3=C(SC4=C3C=CC(=C4)O)C5=CC=C(C=C5)O. Drug 2: CC1C(C(CC(O1)OC2CC(CC3=C2C(=C4C(=C3O)C(=O)C5=CC=CC=C5C4=O)O)(C(=O)C)O)N)O. Cell line: DU-145. Synergy scores: CSS=38.3, Synergy_ZIP=2.26, Synergy_Bliss=2.32, Synergy_Loewe=-2.80, Synergy_HSA=0.858. (3) Drug 1: C1CC(=O)NC(=O)C1N2CC3=C(C2=O)C=CC=C3N. Drug 2: C#CCC(CC1=CN=C2C(=N1)C(=NC(=N2)N)N)C3=CC=C(C=C3)C(=O)NC(CCC(=O)O)C(=O)O. Cell line: HCT-15. Synergy scores: CSS=3.24, Synergy_ZIP=-0.943, Synergy_Bliss=0.281, Synergy_Loewe=0.618, Synergy_HSA=0.618. (4) Drug 1: C1C(C(OC1N2C=C(C(=O)NC2=O)F)CO)O. Drug 2: CCC(=C(C1=CC=CC=C1)C2=CC=C(C=C2)OCCN(C)C)C3=CC=CC=C3.C(C(=O)O)C(CC(=O)O)(C(=O)O)O. Cell line: SK-MEL-5. Synergy scores: CSS=19.2, Synergy_ZIP=-1.21, Synergy_Bliss=-1.86, Synergy_Loewe=-56.4, Synergy_HSA=-3.41. (5) Drug 1: CC1=C(N=C(N=C1N)C(CC(=O)N)NCC(C(=O)N)N)C(=O)NC(C(C2=CN=CN2)OC3C(C(C(C(O3)CO)O)O)OC4C(C(C(C(O4)CO)O)OC(=O)N)O)C(=O)NC(C)C(C(C)C(=O)NC(C(C)O)C(=O)NCCC5=NC(=CS5)C6=NC(=CS6)C(=O)NCCC[S+](C)C)O. Drug 2: C1=NNC2=C1C(=O)NC=N2. Cell line: SR. Synergy scores: CSS=61.5, Synergy_ZIP=0.300, Synergy_Bliss=-0.325, Synergy_Loewe=-2.45, Synergy_HSA=-0.378. (6) Drug 1: CN1CCC(CC1)COC2=C(C=C3C(=C2)N=CN=C3NC4=C(C=C(C=C4)Br)F)OC. Drug 2: COC1=C(C=C2C(=C1)N=CN=C2NC3=CC(=C(C=C3)F)Cl)OCCCN4CCOCC4. Cell line: MOLT-4. Synergy scores: CSS=25.4, Synergy_ZIP=5.25, Synergy_Bliss=8.30, Synergy_Loewe=7.31, Synergy_HSA=9.40. (7) Drug 1: CC1=C2C(C(=O)C3(C(CC4C(C3C(C(C2(C)C)(CC1OC(=O)C(C(C5=CC=CC=C5)NC(=O)C6=CC=CC=C6)O)O)OC(=O)C7=CC=CC=C7)(CO4)OC(=O)C)O)C)OC(=O)C. Drug 2: C1=NNC2=C1C(=O)NC=N2. Cell line: UO-31. Synergy scores: CSS=-0.141, Synergy_ZIP=0.210, Synergy_Bliss=1.78, Synergy_Loewe=-1.32, Synergy_HSA=-0.596.